From a dataset of Catalyst prediction with 721,799 reactions and 888 catalyst types from USPTO. Predict which catalyst facilitates the given reaction. (1) Reactant: [CH3:1][O:2][C:3](=[O:18])[CH:4]([C:11]1[CH:16]=[CH:15][C:14](I)=[CH:13][CH:12]=1)[CH2:5][CH:6]1[CH2:10][CH2:9][CH2:8][CH2:7]1.[N:19]1[CH:24]=[CH:23][C:22](B(O)O)=[CH:21][CH:20]=1.C(=O)([O-])[O-].[Na+].[Na+]. Product: [CH3:1][O:2][C:3](=[O:18])[CH:4]([C:11]1[CH:16]=[CH:15][C:14]([C:22]2[CH:23]=[CH:24][N:19]=[CH:20][CH:21]=2)=[CH:13][CH:12]=1)[CH2:5][CH:6]1[CH2:10][CH2:9][CH2:8][CH2:7]1. The catalyst class is: 600. (2) Reactant: C(OC([N:6]1[C:15]2[C:10](=[N:11][C:12]([O:16][CH3:17])=[CH:13][CH:14]=2)[C@@H:9]([NH:18][C:19]2[N:24]=[C:23]([CH2:25][C:26]3[CH:31]=[C:30]([C:32]([F:35])([F:34])[F:33])[CH:29]=[C:28]([C:36]([F:39])([F:38])[F:37])[CH:27]=3)[C:22]([CH2:40][CH2:41][CH2:42][S:43](CC(=C=O)OC)(=[O:45])=[O:44])=[CH:21][N:20]=2)[CH2:8][C@H:7]1[CH2:52][CH3:53])=O)C.[OH-:54].[Na+].Cl.[C:57]([O:60][CH2:61][CH3:62])(=[O:59])C. Product: [CH2:61]([O:60][C:57]([N:6]1[C:15]2[C:10](=[N:11][C:12]([O:16][CH3:17])=[CH:13][CH:14]=2)[C@@H:9]([NH:18][C:19]2[N:24]=[C:23]([CH2:25][C:26]3[CH:31]=[C:30]([C:32]([F:33])([F:34])[F:35])[CH:29]=[C:28]([C:36]([F:38])([F:39])[F:37])[CH:27]=3)[C:22]([CH2:40][CH2:41][CH2:42][S:43]([OH:54])(=[O:45])=[O:44])=[CH:21][N:20]=2)[CH2:8][C@H:7]1[CH2:52][CH3:53])=[O:59])[CH3:62]. The catalyst class is: 8. (3) Reactant: [CH2:1]([CH:3]1[CH2:8][CH2:7][C:6]([C:9]2[C:17]3[C:16]([O:18][C@H:19]([CH3:27])[CH2:20][CH2:21][CH2:22][CH2:23][C:24]([OH:26])=[O:25])=[N:15][CH:14]=[N:13][C:12]=3[O:11][C:10]=2[C:28]2[CH:33]=[CH:32][CH:31]=[CH:30][CH:29]=2)=[CH:5][CH2:4]1)[CH3:2]. Product: [CH2:1]([CH:3]1[CH2:4][CH2:5][CH:6]([C:9]2[C:17]3[C:16]([O:18][C@H:19]([CH3:27])[CH2:20][CH2:21][CH2:22][CH2:23][C:24]([OH:26])=[O:25])=[N:15][CH:14]=[N:13][C:12]=3[O:11][C:10]=2[C:28]2[CH:29]=[CH:30][CH:31]=[CH:32][CH:33]=2)[CH2:7][CH2:8]1)[CH3:2]. The catalyst class is: 331. (4) Reactant: N(C(OCC)=O)=NC(OCC)=O.[F:13][C:14]([F:33])([F:32])[O:15][C:16]1[CH:21]=[CH:20][C:19]([S:22]([N:25]2[CH2:30][CH2:29][CH:28]([OH:31])[CH2:27][CH2:26]2)(=[O:24])=[O:23])=[CH:18][CH:17]=1.O[N:35]1[C:43](=[O:44])[C:42]2[C:37](=[CH:38][CH:39]=[CH:40][CH:41]=2)[C:36]1=[O:45].C1(P(C2C=CC=CC=2)C2C=CC=CC=2)C=CC=CC=1. Product: [F:33][C:14]([F:13])([F:32])[O:15][C:16]1[CH:17]=[CH:18][C:19]([S:22]([N:25]2[CH2:26][CH2:27][CH:28]([O:31][N:35]3[C:43](=[O:44])[C:42]4[C:37](=[CH:38][CH:39]=[CH:40][CH:41]=4)[C:36]3=[O:45])[CH2:29][CH2:30]2)(=[O:23])=[O:24])=[CH:20][CH:21]=1. The catalyst class is: 7. (5) The catalyst class is: 5. Product: [CH:31]1([CH2:34][NH:1][C@H:2]2[CH2:7][CH2:6][CH2:5][CH2:4][C@H:3]2[NH:8][C:9](=[O:26])[C:10]2[C:15]([C:16]([F:19])([F:18])[F:17])=[CH:14][C:13]([C:20]([F:21])([F:22])[F:23])=[CH:12][C:11]=2[O:24][CH3:25])[CH2:33][CH2:32]1. Reactant: [NH2:1][C@H:2]1[CH2:7][CH2:6][CH2:5][CH2:4][C@H:3]1[NH:8][C:9](=[O:26])[C:10]1[C:15]([C:16]([F:19])([F:18])[F:17])=[CH:14][C:13]([C:20]([F:23])([F:22])[F:21])=[CH:12][C:11]=1[O:24][CH3:25].C(O)(=O)C.[CH:31]1([CH:34]=O)[CH2:33][CH2:32]1.C(O[BH-](OC(=O)C)OC(=O)C)(=O)C.[Na+]. (6) Reactant: [Cl:1][C:2]1[CH:11]=[C:10]([C:12]#[N:13])[C:5]([C:6]([O:8][CH3:9])=[O:7])=[C:4]([NH:14][C:15]2[CH:20]=[CH:19][CH:18]=[C:17](SC)[CH:16]=2)[N:3]=1.Cl[C:24]1C=C(C=CC=1)C(OO)=O.[O-:34][S:35]([O-:38])(=S)=O.[Na+].[Na+]. Product: [Cl:1][C:2]1[CH:11]=[C:10]([C:12]#[N:13])[C:5]([C:6]([O:8][CH3:9])=[O:7])=[C:4]([NH:14][C:15]2[CH:20]=[CH:19][CH:18]=[C:17]([S:35]([CH3:24])(=[O:38])=[O:34])[CH:16]=2)[N:3]=1. The catalyst class is: 3.